Dataset: Reaction yield outcomes from USPTO patents with 853,638 reactions. Task: Predict the reaction yield, written as a fraction of the theoretical maximum amount of product (1.0 means a 100% yield; for example, 0.34 means a 34% yield). (1) The reactants are [N+:1]([C:4]1[CH:9]=[CH:8][C:7]([NH:10]N)=[CH:6][CH:5]=1)([O-:3])=[O:2].C(O)(=O)C.[CH3:16][CH:17]([CH3:21])[C:18](=O)[CH3:19].S(=O)(=O)(O)O. The catalyst is C1(C)C=CC=CC=1. The product is [CH3:19][C:18]1[C:17]([CH3:21])([CH3:16])[C:6]2[CH:5]=[C:4]([N+:1]([O-:3])=[O:2])[CH:9]=[CH:8][C:7]=2[N:10]=1. The yield is 0.300. (2) The reactants are [CH3:1][C:2]1[O:6][C:5]([C:7]2[CH:16]=[CH:15][C:10]([C:11]([O:13]C)=[O:12])=[CH:9][CH:8]=2)=[N:4][C:3]=1[CH2:17][S:18]([C:21]1[CH:26]=[CH:25][C:24]([CH2:27][CH2:28][CH2:29][N:30]2[CH2:35][CH2:34][O:33][CH2:32][CH2:31]2)=[CH:23][CH:22]=1)(=[O:20])=[O:19].[ClH:36]. No catalyst specified. The product is [ClH:36].[CH3:1][C:2]1[O:6][C:5]([C:7]2[CH:16]=[CH:15][C:10]([C:11]([OH:13])=[O:12])=[CH:9][CH:8]=2)=[N:4][C:3]=1[CH2:17][S:18]([C:21]1[CH:26]=[CH:25][C:24]([CH2:27][CH2:28][CH2:29][N:30]2[CH2:31][CH2:32][O:33][CH2:34][CH2:35]2)=[CH:23][CH:22]=1)(=[O:19])=[O:20]. The yield is 0.960. (3) The reactants are [CH3:1][O:2][C:3]1[CH:8]=[CH:7][C:6]([CH2:9][C:10]([OH:12])=O)=[CH:5][CH:4]=1.[C:13]1([O:19][CH3:20])[CH:18]=[CH:17][CH:16]=[CH:15][CH:14]=1. No catalyst specified. The product is [CH3:20][O:19][C:13]1[CH:18]=[CH:17][C:16]([C:10](=[O:12])[CH2:9][C:6]2[CH:5]=[CH:4][C:3]([O:2][CH3:1])=[CH:8][CH:7]=2)=[CH:15][CH:14]=1. The yield is 0.520. (4) The reactants are C[O:2][C:3](=O)[CH:4]([NH:8][C:9](=[O:24])[C:10]1[CH:15]=[CH:14][C:13]([C:16]#[C:17][C:18]2[CH:23]=[CH:22][CH:21]=[CH:20][CH:19]=2)=[CH:12][CH:11]=1)[CH:5]([OH:7])[CH3:6].Cl.[NH2:27][OH:28].C[O-].[Na+].Cl. The catalyst is CO.C(Cl)Cl.CCOC(C)=O. The product is [OH:7][CH:5]([CH3:6])[CH:4]([NH:8][C:9](=[O:24])[C:10]1[CH:15]=[CH:14][C:13]([C:16]#[C:17][C:18]2[CH:23]=[CH:22][CH:21]=[CH:20][CH:19]=2)=[CH:12][CH:11]=1)[C:3](=[O:2])[NH:27][OH:28]. The yield is 0.550. (5) The catalyst is ClCCl. The reactants are C(OC(=O)[NH:7][C@@H:8]([CH2:28][CH:29]([CH3:31])[CH3:30])[CH2:9][O:10][C:11]1[C:12]([C:26]#[N:27])=[CH:13][C:14]2[C:24]3[C:19](=[CH:20][N:21]=[CH:22][CH:23]=3)[CH:18]([CH3:25])[O:17][C:15]=2[CH:16]=1)(C)(C)C.Cl.O1CCOCC1. The yield is 0.730. The product is [NH2:7][C@@H:8]([CH2:28][CH:29]([CH3:31])[CH3:30])[CH2:9][O:10][C:11]1[C:12]([C:26]#[N:27])=[CH:13][C:14]2[C:24]3[C:19](=[CH:20][N:21]=[CH:22][CH:23]=3)[CH:18]([CH3:25])[O:17][C:15]=2[CH:16]=1. (6) The reactants are C([O:3][C:4](=[O:40])[CH2:5][CH2:6][N:7]1[N:11]=[N:10][C:9]([C@@H:12]2[CH2:16][CH2:15][CH2:14][N:13]2[C:17](=[O:39])[CH2:18][C:19]2[CH:24]=[C:23]([Cl:25])[C:22]([NH:26][C:27]([C:29]3[C:30]4[CH:37]=[CH:36][CH:35]=[CH:34][C:31]=4[S:32][CH:33]=3)=[O:28])=[CH:21][C:20]=2[F:38])=[N:8]1)C.[OH-].[Na+].Cl. The catalyst is O1CCCC1. The product is [S:32]1[CH:33]=[C:29]([C:27]([NH:26][C:22]2[C:23]([Cl:25])=[CH:24][C:19]([CH2:18][C:17]([N:13]3[CH2:14][CH2:15][CH2:16][C@H:12]3[C:9]3[N:10]=[N:11][N:7]([CH2:6][CH2:5][C:4]([OH:40])=[O:3])[N:8]=3)=[O:39])=[C:20]([F:38])[CH:21]=2)=[O:28])[C:30]2[CH:37]=[CH:36][CH:35]=[CH:34][C:31]1=2. The yield is 0.290.